From a dataset of Catalyst prediction with 721,799 reactions and 888 catalyst types from USPTO. Predict which catalyst facilitates the given reaction. (1) The catalyst class is: 205. Product: [N:16]1([C:13]2[CH:12]=[N:11][N:10]([C:8]3[CH:7]=[C:4]([CH:3]=[C:2]([F:1])[CH:9]=3)[C:5]#[N:6])[CH:14]=2)[CH:20]=[CH:19][CH:18]=[N:17]1. Reactant: [F:1][C:2]1[CH:3]=[C:4]([CH:7]=[C:8]([N:10]2[CH:14]=[C:13](I)[CH:12]=[N:11]2)[CH:9]=1)[C:5]#[N:6].[NH:16]1[CH:20]=[CH:19][CH:18]=[N:17]1.C(=O)([O-])[O-].[K+].[K+]. (2) Reactant: [CH2:1]([C:3]1[S:7][C:6]([C:8]([OH:10])=O)=[CH:5][C:4]=1[C:11]1[CH:16]=[CH:15][CH:14]=[CH:13][CH:12]=1)[CH3:2].[Li][CH3:18]. Product: [CH2:1]([C:3]1[S:7][C:6]([C:8](=[O:10])[CH3:18])=[CH:5][C:4]=1[C:11]1[CH:16]=[CH:15][CH:14]=[CH:13][CH:12]=1)[CH3:2]. The catalyst class is: 1.